From a dataset of Reaction yield outcomes from USPTO patents with 853,638 reactions. Predict the reaction yield, written as a fraction of the theoretical maximum amount of product (1.0 means a 100% yield; for example, 0.34 means a 34% yield). (1) The reactants are [OH:1][C:2]1[CH:3]=[C:4]2[C:9](=[CH:10][CH:11]=1)[NH:8][C:7](=[O:12])[CH2:6][CH2:5]2.[OH-].[Na+].[CH:15]1([N:21]2[C:25]([CH2:26][CH2:27][CH2:28][CH2:29]Cl)=[N:24][N:23]=[N:22]2)[CH2:20][CH2:19][CH2:18][CH2:17][CH2:16]1.C(OC(C)C)(=O)C. The catalyst is CN1CCCC1=O.O. The product is [CH:11]1[C:2]([O:1][CH2:29][CH2:28][CH2:27][CH2:26][C:25]2[N:21]([CH:15]3[CH2:20][CH2:19][CH2:18][CH2:17][CH2:16]3)[N:22]=[N:23][N:24]=2)=[CH:3][C:4]2[CH2:5][CH2:6][C:7]([NH:8][C:9]=2[CH:10]=1)=[O:12]. The yield is 0.854. (2) The reactants are [Cl:1][C:2]1[CH:14]=[CH:13][CH:12]=[CH:11][C:3]=1[CH2:4][C:5]1[O:9][C:8]([NH2:10])=[N:7][N:6]=1.[O:15]1[C:19]2[CH:20]=[CH:21][C:22]([C:24]3([C:27](O)=[O:28])[CH2:26][CH2:25]3)=[CH:23][C:18]=2[O:17][CH2:16]1.C(N(CC)CC)C.F[P-](F)(F)(F)(F)F.N1(O[P+](N(C)C)(N(C)C)N(C)C)C2C=CC=CC=2N=N1. The catalyst is C(#N)C. The product is [Cl:1][C:2]1[CH:14]=[CH:13][CH:12]=[CH:11][C:3]=1[CH2:4][C:5]1[O:9][C:8]([NH:10][C:27]([C:24]2([C:22]3[CH:21]=[CH:20][C:19]4[O:15][CH2:16][O:17][C:18]=4[CH:23]=3)[CH2:26][CH2:25]2)=[O:28])=[N:7][N:6]=1. The yield is 0.150. (3) The reactants are [F:1][C:2]1[CH:3]=[C:4]2[C:9](=[CH:10][CH:11]=1)[N:8]1[CH:12]=[CH:13][N:14]=[C:7]1[C:6]([NH:15][CH2:16][CH2:17][CH2:18][OH:19])=[N:5]2.N12CCCN=C1CCCCC2.O=C1CCC(=O)N1[O:38][C:39](=O)[C@H:40]([NH:42][C:43](=[O:49])[O:44][C:45]([CH3:48])([CH3:47])[CH3:46])[CH3:41]. The catalyst is CN(C)C=O.O. The product is [C:45]([O:44][C:43]([NH:42][C@H:40]([CH3:41])[C:39]([O:19][CH2:18][CH2:17][CH2:16][NH:15][C:6]1[C:7]2[N:8]([CH:12]=[CH:13][N:14]=2)[C:9]2[C:4]([N:5]=1)=[CH:3][C:2]([F:1])=[CH:11][CH:10]=2)=[O:38])=[O:49])([CH3:48])([CH3:47])[CH3:46]. The yield is 0.120. (4) The reactants are [F:1][C:2]1[CH:3]=[CH:4][C:5]([O:28][CH3:29])=[C:6]([C:8]2[N:12]=[C:11]([C:13]3[CH:18]=[CH:17][C:16]([C:19]4[CH:24]=[CH:23][CH:22]=[CH:21][C:20]=4[CH3:25])=[C:15]([CH2:26][OH:27])[CH:14]=3)[O:10][N:9]=2)[CH:7]=1. The catalyst is C(Cl)Cl.[O-2].[Mn+4].[O-2]. The product is [F:1][C:2]1[CH:3]=[CH:4][C:5]([O:28][CH3:29])=[C:6]([C:8]2[N:12]=[C:11]([C:13]3[CH:14]=[C:15]([CH:26]=[O:27])[C:16]([C:19]4[CH:24]=[CH:23][CH:22]=[CH:21][C:20]=4[CH3:25])=[CH:17][CH:18]=3)[O:10][N:9]=2)[CH:7]=1. The yield is 0.930. (5) The reactants are [Br:1][C:2]1[C:3]([N:17]2[CH2:22][CH2:21][CH2:20][C@@H:19]([NH:23][C:24](=[O:30])[O:25][C:26]([CH3:29])([CH3:28])[CH3:27])[CH2:18]2)=[C:4]2[C:10]([NH:11][C:12](=[O:16])[CH:13]([CH3:15])[CH3:14])=[CH:9][NH:8][C:5]2=[N:6][CH:7]=1.[CH3:31][C:32]([O:35][C:36](O[C:36]([O:35][C:32]([CH3:34])([CH3:33])[CH3:31])=[O:37])=[O:37])([CH3:34])[CH3:33].C(N(CC)CC)C.O. The catalyst is C(Cl)Cl.CN(C1C=CN=CC=1)C. The product is [Br:1][C:2]1[C:3]([N:17]2[CH2:22][CH2:21][CH2:20][C@@H:19]([NH:23][C:24]([O:25][C:26]([CH3:28])([CH3:27])[CH3:29])=[O:30])[CH2:18]2)=[C:4]2[C:10]([NH:11][C:12](=[O:16])[CH:13]([CH3:15])[CH3:14])=[CH:9][N:8]([C:36]([O:35][C:32]([CH3:34])([CH3:33])[CH3:31])=[O:37])[C:5]2=[N:6][CH:7]=1. The yield is 0.910.